Task: Predict the product of the given reaction.. Dataset: Forward reaction prediction with 1.9M reactions from USPTO patents (1976-2016) (1) Given the reactants [NH2:1][C:2]1[S:3][C:4]([C:10]2[CH:15]=[CH:14][C:13]([C:16]([OH:19])([CH3:18])[CH3:17])=[CH:12][C:11]=2[F:20])=[CH:5][C:6]=1[C:7]([NH2:9])=[O:8].Br[C:22]1[N:27]=[C:26]([CH:28]([N:32]2[CH2:37][CH2:36][O:35][CH2:34][CH2:33]2)[CH:29]([OH:31])[CH3:30])[CH:25]=[CH:24][CH:23]=1, predict the reaction product. The product is: [F:20][C:11]1[CH:12]=[C:13]([C:16]([OH:19])([CH3:17])[CH3:18])[CH:14]=[CH:15][C:10]=1[C:4]1[S:3][C:2]([NH:1][C:22]2[CH:23]=[CH:24][CH:25]=[C:26]([CH:28]([N:32]3[CH2:37][CH2:36][O:35][CH2:34][CH2:33]3)[CH:29]([OH:31])[CH3:30])[N:27]=2)=[C:6]([C:7]([NH2:9])=[O:8])[CH:5]=1. (2) Given the reactants C1(C2CC(O)C3C(=CC=C(O)C=3)O2)C=CC=CC=1.[CH2:19]([C:21]1[CH:26]=[CH:25][C:24]([CH:27]2[CH2:36][C:35](=[O:37])[C:34]3[C:29](=[CH:30][CH:31]=[C:32]([OH:38])[CH:33]=3)[O:28]2)=[CH:23][CH:22]=1)[CH3:20], predict the reaction product. The product is: [CH2:19]([C:21]1[CH:26]=[CH:25][C:24]([CH:27]2[CH2:36][CH:35]([OH:37])[C:34]3[C:29](=[CH:30][CH:31]=[C:32]([OH:38])[CH:33]=3)[O:28]2)=[CH:23][CH:22]=1)[CH3:20]. (3) Given the reactants Cl[C:2]1[CH:17]=[C:16]([CH:18]([CH3:20])[CH3:19])[C:5]([C:6]([NH:8][CH2:9][CH:10]2[CH2:15][CH2:14][CH2:13][CH2:12][CH2:11]2)=[O:7])=[CH:4][N:3]=1.[Cl:21][C:22]1[CH:28]=[C:27]([Cl:29])[CH:26]=[CH:25][C:23]=1[NH2:24].CC(C)([O-])C.[Na+].C1(P(C2CCCCC2)C2C=CC=CC=2C2C=CC=CC=2)CCCCC1, predict the reaction product. The product is: [CH:10]1([CH2:9][NH:8][C:6](=[O:7])[C:5]2[C:16]([CH:18]([CH3:20])[CH3:19])=[CH:17][C:2]([NH:24][C:23]3[CH:25]=[CH:26][C:27]([Cl:29])=[CH:28][C:22]=3[Cl:21])=[N:3][CH:4]=2)[CH2:15][CH2:14][CH2:13][CH2:12][CH2:11]1. (4) Given the reactants [F:1][C:2]1[C:10]2[O:9][C:8]([C:11]3[CH:16]=[CH:15][C:14]([OH:17])=[C:13]([F:18])[CH:12]=3)=[N:7][C:6]=2[CH:5]=[CH:4][C:3]=1[O:19][CH2:20][C@@H:21]([NH:23][C:24](=[O:26])[CH3:25])[CH3:22].Br[CH2:28][CH:29]1[CH2:31][C:30]1([F:33])[F:32].C(=O)([O-])[O-].[K+].[K+], predict the reaction product. The product is: [F:32][C:30]1([F:33])[CH2:31][CH:29]1[CH2:28][O:17][C:14]1[CH:15]=[CH:16][C:11]([C:8]2[O:9][C:10]3[C:2]([F:1])=[C:3]([O:19][CH2:20][C@@H:21]([NH:23][C:24](=[O:26])[CH3:25])[CH3:22])[CH:4]=[CH:5][C:6]=3[N:7]=2)=[CH:12][C:13]=1[F:18].